This data is from Reaction yield outcomes from USPTO patents with 853,638 reactions. The task is: Predict the reaction yield, written as a fraction of the theoretical maximum amount of product (1.0 means a 100% yield; for example, 0.34 means a 34% yield). (1) The reactants are [OH:1][C:2]1[CH:3]=[C:4]2[C:8](=[CH:9][CH:10]=1)[NH:7][CH:6]=[CH:5]2.[C:11]([O:15][C:16](O[C:16]([O:15][C:11]([CH3:14])([CH3:13])[CH3:12])=[O:17])=[O:17])([CH3:14])([CH3:13])[CH3:12].C(=O)([O-])[O-].[K+].[K+].C(O)(=O)C. The catalyst is C(#N)C.CN(C1C=CN=CC=1)C.O. The product is [C:11]([O:15][C:16]([N:7]1[C:8]2[C:4](=[CH:3][C:2]([OH:1])=[CH:10][CH:9]=2)[CH:5]=[CH:6]1)=[O:17])([CH3:14])([CH3:13])[CH3:12]. The yield is 0.940. (2) The reactants are CC1C=CC(Br)=NC=1.BrN1C(=O)CCC1=O.CC(N=NC(C#N)(C)C)(C#N)C.[Br:29][C:30]1[CH:35]=[CH:34][C:33]([CH:36](Br)[Br:37])=[CH:32][N:31]=1. The catalyst is C(Cl)(Cl)(Cl)Cl. The yield is 0.430. The product is [Br:29][C:30]1[CH:35]=[CH:34][C:33]([CH2:36][Br:37])=[CH:32][N:31]=1. (3) The reactants are [NH2:1]/[C:2](/[C:17]#[N:18])=[C:3](\[NH:6][C:7]([NH:9][C@H:10]1[CH2:15][CH2:14][C@H:13]([OH:16])[CH2:12][CH2:11]1)=[O:8])/[C:4]#[N:5].O[C@@H]1C[CH2:24][C@H:23]([C:26](O)=O)[CH2:22][CH2:21]1.C(N(CC)CC)C.C1(P(N=[N+]=[N-])(C2C=CC=CC=2)=[O:43])C=CC=CC=1.[O-][Mn](=O)(=O)=O.[K+].N/C(/C#N)=C(\N)/C#N.C([O:70][CH2:71][CH3:72])(=O)C. The catalyst is C1(C)C=CC=CC=1.C(#N)C. The product is [OH:16][C@H:13]1[CH2:14][CH2:15][C@H:10]([N:9]2[C:7](=[O:8])[NH:6][C:3]3[C:4]2=[N:5][C:26]([C:23]2[CH:22]=[CH:21][CH:72]=[C:71]([OH:70])[CH:24]=2)=[N:1][C:2]=3[C:17]([NH2:18])=[O:43])[CH2:11][CH2:12]1. The yield is 0.370. (4) The reactants are [F:1][C:2]1[CH:17]=[CH:16][C:5]2[N:6]([CH2:11][C@H:12]([CH3:15])[CH2:13]I)[C:7](=[O:10])[CH2:8][O:9][C:4]=2[CH:3]=1.[CH2:18]([O:21][CH:22]1[CH2:27][CH2:26][NH:25][CH2:24][CH2:23]1)[CH2:19][CH3:20]. The catalyst is CCCCCCC.CCOC(C)=O. The product is [F:1][C:2]1[CH:17]=[CH:16][C:5]2[N:6]([CH2:11][C@H:12]([CH3:15])[CH2:13][N:25]3[CH2:26][CH2:27][CH:22]([O:21][CH2:18][CH2:19][CH3:20])[CH2:23][CH2:24]3)[C:7](=[O:10])[CH2:8][O:9][C:4]=2[CH:3]=1. The yield is 0.710.